From a dataset of Full USPTO retrosynthesis dataset with 1.9M reactions from patents (1976-2016). Predict the reactants needed to synthesize the given product. (1) Given the product [C:26]([O:30][C:31]([N:33]1[CH:34]2[CH2:40][CH2:39][CH:38]1[CH2:37][N:36]([C:41]([C:43]1[CH:44]=[N:45][C:46]([NH:49][C:10]3[N:11]=[CH:12][C:7]4[CH:6]=[C:5]([C:3](=[O:4])[N:2]([CH3:25])[CH3:1])[N:14]([C:15]5[CH:20]=[CH:19][C:18]([C:21]([CH3:24])([CH3:23])[CH3:22])=[CH:17][CH:16]=5)[C:8]=4[N:9]=3)=[CH:47][CH:48]=1)=[O:42])[CH2:35]2)=[O:32])([CH3:29])([CH3:27])[CH3:28], predict the reactants needed to synthesize it. The reactants are: [CH3:1][N:2]([CH3:25])[C:3]([C:5]1[N:14]([C:15]2[CH:20]=[CH:19][C:18]([C:21]([CH3:24])([CH3:23])[CH3:22])=[CH:17][CH:16]=2)[C:8]2[N:9]=[C:10](Cl)[N:11]=[CH:12][C:7]=2[CH:6]=1)=[O:4].[C:26]([O:30][C:31]([N:33]1[CH:38]2[CH2:39][CH2:40][CH:34]1[CH2:35][N:36]([C:41]([C:43]1[CH:44]=[N:45][C:46]([NH2:49])=[CH:47][CH:48]=1)=[O:42])[CH2:37]2)=[O:32])([CH3:29])([CH3:28])[CH3:27]. (2) Given the product [CH:19]1([CH2:18][N:3]2[C:4]3[C:9](=[C:8]([C:11]([F:12])([F:14])[F:13])[C:7]([C:15]#[N:16])=[CH:6][CH:5]=3)[CH:10]=[C:2]2[CH3:1])[CH2:21][CH2:20]1, predict the reactants needed to synthesize it. The reactants are: [CH3:1][C:2]1[NH:3][C:4]2[C:9]([CH:10]=1)=[C:8]([C:11]([F:14])([F:13])[F:12])[C:7]([C:15]#[N:16])=[CH:6][CH:5]=2.Br[CH2:18][CH:19]1[CH2:21][CH2:20]1. (3) Given the product [Cl:13][C:14]1[CH:15]=[CH:16][C:17]([C:20]2[CH:21]=[CH:22][C:23]([C:26]#[C:27][C:2]3[CH:11]=[CH:10][C:5]([O:6][CH2:7][CH2:8][OH:9])=[C:4]([CH3:12])[CH:3]=3)=[N:24][CH:25]=2)=[CH:18][CH:19]=1, predict the reactants needed to synthesize it. The reactants are: I[C:2]1[CH:11]=[CH:10][C:5]([O:6][CH2:7][CH2:8][OH:9])=[C:4]([CH3:12])[CH:3]=1.[Cl:13][C:14]1[CH:19]=[CH:18][C:17]([C:20]2[CH:21]=[CH:22][C:23]([C:26]#[CH:27])=[N:24][CH:25]=2)=[CH:16][CH:15]=1.